This data is from Peptide-MHC class II binding affinity with 134,281 pairs from IEDB. The task is: Regression. Given a peptide amino acid sequence and an MHC pseudo amino acid sequence, predict their binding affinity value. This is MHC class II binding data. (1) The peptide sequence is CDGSILGAAVNGKKS. The MHC is HLA-DQA10501-DQB10402 with pseudo-sequence HLA-DQA10501-DQB10402. The binding affinity (normalized) is 0.480. (2) The peptide sequence is GAGKTRRFLPQILAEHHHHHH. The MHC is DRB3_0301 with pseudo-sequence DRB3_0301. The binding affinity (normalized) is 0.610. (3) The peptide sequence is EDHWASRENSGGGVE. The MHC is DRB5_0101 with pseudo-sequence DRB5_0101. The binding affinity (normalized) is 0.319. (4) The peptide sequence is YDKFLQNVSTVLTGK. The MHC is DRB1_1001 with pseudo-sequence DRB1_1001. The binding affinity (normalized) is 0.608. (5) The binding affinity (normalized) is 0.801. The MHC is DRB1_0701 with pseudo-sequence DRB1_0701. The peptide sequence is EKKYFAATQFEPLAF.